From a dataset of Full USPTO retrosynthesis dataset with 1.9M reactions from patents (1976-2016). Predict the reactants needed to synthesize the given product. (1) Given the product [I:1][C:2]1[CH:3]=[CH:4][C:5]2[N:6]([CH:8]=[C:9]([NH:11][C:12](=[O:16])[CH:13]([CH3:15])[CH3:14])[N:10]=2)[N:7]=1, predict the reactants needed to synthesize it. The reactants are: [I:1][C:2]1[CH:3]=[CH:4][C:5]2[N:6]([CH:8]=[C:9]([NH2:11])[N:10]=2)[N:7]=1.[C:12](Cl)(=[O:16])[CH:13]([CH3:15])[CH3:14]. (2) Given the product [N:30]([CH2:2][C:3]([NH:5][C:6]1[C:15]2[C:10](=[CH:11][CH:12]=[C:13]([CH3:16])[CH:14]=2)[N:9]=[C:8]([N:17]2[CH2:23][C:22]3[CH:24]=[CH:25][CH:26]=[CH:27][C:21]=3[S:20](=[O:29])(=[O:28])[CH2:19][CH2:18]2)[CH:7]=1)=[O:4])=[N+:31]=[N-:32], predict the reactants needed to synthesize it. The reactants are: Cl[CH2:2][C:3]([NH:5][C:6]1[C:15]2[C:10](=[CH:11][CH:12]=[C:13]([CH3:16])[CH:14]=2)[N:9]=[C:8]([N:17]2[CH2:23][C:22]3[CH:24]=[CH:25][CH:26]=[CH:27][C:21]=3[S:20](=[O:29])(=[O:28])[CH2:19][CH2:18]2)[CH:7]=1)=[O:4].[N-:30]=[N+:31]=[N-:32].[Na+]. (3) The reactants are: [Cl:1][C:2]1[C:11](I)=[CH:10][C:5]([C:6]([O:8][CH3:9])=[O:7])=[C:4]([O:13][CH3:14])[CH:3]=1.[Cl:15][C:16]1[CH:21]=[CH:20][C:19]([Cl:22])=[CH:18][C:17]=1B(O)O.C([O-])([O-])=O.[Na+].[Na+]. Given the product [Cl:15][C:16]1[CH:21]=[CH:20][C:19]([Cl:22])=[CH:18][C:17]=1[C:11]1[C:2]([Cl:1])=[CH:3][C:4]([O:13][CH3:14])=[C:5]([C:6]([O:8][CH3:9])=[O:7])[CH:10]=1, predict the reactants needed to synthesize it. (4) Given the product [Cl:1][C:2]1[CH:7]=[CH:6][C:5]([CH:8]([C@@H:14]([CH3:19])[C:15]([F:16])([F:18])[F:17])[C:9]([OH:11])=[O:10])=[C:4]([F:20])[CH:3]=1, predict the reactants needed to synthesize it. The reactants are: [Cl:1][C:2]1[CH:7]=[CH:6][C:5]([CH:8]([C@@H:14]([CH3:19])[C:15]([F:18])([F:17])[F:16])[C:9]([O:11]CC)=[O:10])=[C:4]([F:20])[CH:3]=1.